This data is from Forward reaction prediction with 1.9M reactions from USPTO patents (1976-2016). The task is: Predict the product of the given reaction. Given the reactants I(O)(=O)(=O)=O.[OH2:6].[Br:7][C:8]1[CH:13]=[CH:12][C:11]([CH:14]([NH:19][C@@H:20]([CH2:23][CH:24]([CH3:26])[CH3:25])[CH2:21][OH:22])[C:15]([F:18])([F:17])[F:16])=[CH:10][CH:9]=1, predict the reaction product. The product is: [Br:7][C:8]1[CH:9]=[CH:10][C:11]([CH:14]([NH:19][C@@H:20]([CH2:23][CH:24]([CH3:26])[CH3:25])[C:21]([OH:6])=[O:22])[C:15]([F:18])([F:17])[F:16])=[CH:12][CH:13]=1.